The task is: Regression. Given two drug SMILES strings and cell line genomic features, predict the synergy score measuring deviation from expected non-interaction effect.. This data is from NCI-60 drug combinations with 297,098 pairs across 59 cell lines. (1) Drug 1: CN1CCC(CC1)COC2=C(C=C3C(=C2)N=CN=C3NC4=C(C=C(C=C4)Br)F)OC. Drug 2: CCC1(CC2CC(C3=C(CCN(C2)C1)C4=CC=CC=C4N3)(C5=C(C=C6C(=C5)C78CCN9C7C(C=CC9)(C(C(C8N6C=O)(C(=O)OC)O)OC(=O)C)CC)OC)C(=O)OC)O.OS(=O)(=O)O. Cell line: CAKI-1. Synergy scores: CSS=53.1, Synergy_ZIP=-2.50, Synergy_Bliss=6.41, Synergy_Loewe=10.4, Synergy_HSA=10.2. (2) Drug 1: C1CN1P(=S)(N2CC2)N3CC3. Drug 2: CC1C(C(CC(O1)OC2CC(CC3=C2C(=C4C(=C3O)C(=O)C5=C(C4=O)C(=CC=C5)OC)O)(C(=O)CO)O)N)O.Cl. Cell line: HCT116. Synergy scores: CSS=42.1, Synergy_ZIP=-5.97, Synergy_Bliss=-3.82, Synergy_Loewe=-3.27, Synergy_HSA=-2.20. (3) Drug 1: CC1CCC2CC(C(=CC=CC=CC(CC(C(=O)C(C(C(=CC(C(=O)CC(OC(=O)C3CCCCN3C(=O)C(=O)C1(O2)O)C(C)CC4CCC(C(C4)OC)OCCO)C)C)O)OC)C)C)C)OC. Drug 2: N.N.Cl[Pt+2]Cl. Cell line: HOP-62. Synergy scores: CSS=26.3, Synergy_ZIP=9.11, Synergy_Bliss=13.0, Synergy_Loewe=5.30, Synergy_HSA=5.30. (4) Drug 1: CC(C)(C#N)C1=CC(=CC(=C1)CN2C=NC=N2)C(C)(C)C#N. Drug 2: CCCCCOC(=O)NC1=NC(=O)N(C=C1F)C2C(C(C(O2)C)O)O. Cell line: HS 578T. Synergy scores: CSS=-2.54, Synergy_ZIP=1.30, Synergy_Bliss=-0.480, Synergy_Loewe=-4.71, Synergy_HSA=-5.43. (5) Drug 1: CCCS(=O)(=O)NC1=C(C(=C(C=C1)F)C(=O)C2=CNC3=C2C=C(C=N3)C4=CC=C(C=C4)Cl)F. Drug 2: C1C(C(OC1N2C=NC(=NC2=O)N)CO)O. Cell line: OVCAR3. Synergy scores: CSS=12.2, Synergy_ZIP=-2.95, Synergy_Bliss=-0.819, Synergy_Loewe=-9.25, Synergy_HSA=-1.69. (6) Drug 1: CC(C)NC(=O)C1=CC=C(C=C1)CNNC.Cl. Drug 2: COCCOC1=C(C=C2C(=C1)C(=NC=N2)NC3=CC=CC(=C3)C#C)OCCOC.Cl. Cell line: TK-10. Synergy scores: CSS=33.4, Synergy_ZIP=4.02, Synergy_Bliss=3.63, Synergy_Loewe=-6.82, Synergy_HSA=5.80.